Predict the product of the given reaction. From a dataset of Forward reaction prediction with 1.9M reactions from USPTO patents (1976-2016). (1) Given the reactants [NH2:1][C:2]1[N:10]=[CH:9][N:8]=[C:7]2[C:3]=1[N:4]=[CH:5][N:6]2[C@H:11]1[C@@H:15]2[O:16][C:17]([CH3:20])([CH3:19])[O:18][C@@H:14]2[C@@H:13]([CH2:21][N:22]([CH:27]([CH3:29])[CH3:28])[CH2:23][CH2:24][CH2:25][NH2:26])[O:12]1.[CH2:30]([C:32]1[CH:37]=[CH:36][CH:35]=[C:34]([N:38]=[C:39]=[O:40])[CH:33]=1)[CH3:31], predict the reaction product. The product is: [NH2:1][C:2]1[N:10]=[CH:9][N:8]=[C:7]2[C:3]=1[N:4]=[CH:5][N:6]2[C@H:11]1[C@@H:15]2[O:16][C:17]([CH3:19])([CH3:20])[O:18][C@@H:14]2[C@@H:13]([CH2:21][N:22]([CH:27]([CH3:29])[CH3:28])[CH2:23][CH2:24][CH2:25][NH:26][C:39]([NH:38][C:34]2[CH:35]=[CH:36][CH:37]=[C:32]([CH2:30][CH3:31])[CH:33]=2)=[O:40])[O:12]1. (2) Given the reactants [OH:1][C:2]1[CH:7]=[CH:6][C:5]([N:8]2[C:16]3[C:11](=[CH:12][CH:13]=[CH:14][CH:15]=3)[C:10]([CH:17]=O)=[C:9]2[C:19]2[CH:23]=[CH:22][NH:21][N:20]=2)=[CH:4][CH:3]=1.Cl.[NH2:25][OH:26].N1C=CC=CC=1, predict the reaction product. The product is: [OH:1][C:2]1[CH:7]=[CH:6][C:5]([N:8]2[C:16]3[C:11](=[CH:12][CH:13]=[CH:14][CH:15]=3)[C:10]([CH:17]=[N:25][OH:26])=[C:9]2[C:19]2[CH:23]=[CH:22][NH:21][N:20]=2)=[CH:4][CH:3]=1. (3) Given the reactants C1C=CC2N(O)N=NC=2C=1.CCN(C(C)C)C(C)C.Cl.[C:21]1([C:27]2[NH:31][N:30]=[C:29]([C:32]([OH:34])=O)[CH:28]=2)[CH:26]=[CH:25][CH:24]=[CH:23][CH:22]=1.CCN=C=NCCCN(C)C.Cl.Cl.[NH2:48][CH2:49][C:50]([N:52]1[CH2:57][CH2:56][N:55]([C:58](=[O:68])[C:59]2[CH:64]=[C:63]([O:65][CH3:66])[CH:62]=[CH:61][C:60]=2[Br:67])[CH2:54][CH2:53]1)=[O:51], predict the reaction product. The product is: [Br:67][C:60]1[CH:61]=[CH:62][C:63]([O:65][CH3:66])=[CH:64][C:59]=1[C:58]([N:55]1[CH2:54][CH2:53][N:52]([C:50](=[O:51])[CH2:49][NH:48][C:32]([C:29]2[CH:28]=[C:27]([C:21]3[CH:22]=[CH:23][CH:24]=[CH:25][CH:26]=3)[NH:31][N:30]=2)=[O:34])[CH2:57][CH2:56]1)=[O:68]. (4) Given the reactants Cl.[NH2:2][C:3]1[N:32]=[C:6]2[N:7]([C:22]3[CH:27]=[CH:26][CH:25]=[C:24]([C:28]([F:31])([F:30])[F:29])[CH:23]=3)[C:8]([CH3:21])=[C:9]([C:19]#[N:20])[C@@H:10]([C:11]3[CH:16]=[CH:15][C:14]([C:17]#[N:18])=[CH:13][CH:12]=3)[N:5]2[N:4]=1.[C:33](Cl)(=[O:38])[CH2:34][CH:35]([CH3:37])[CH3:36], predict the reaction product. The product is: [C:19]([C:9]1[C@@H:10]([C:11]2[CH:16]=[CH:15][C:14]([C:17]#[N:18])=[CH:13][CH:12]=2)[N:5]2[N:4]=[C:3]([NH:2][C:33](=[O:38])[CH2:34][CH:35]([CH3:37])[CH3:36])[N:32]=[C:6]2[N:7]([C:22]2[CH:27]=[CH:26][CH:25]=[C:24]([C:28]([F:29])([F:31])[F:30])[CH:23]=2)[C:8]=1[CH3:21])#[N:20]. (5) Given the reactants Br[C:2]1[CH:7]=[CH:6][CH:5]=[C:4]([CH2:8][N:9]2[CH2:14][CH2:13][CH2:12][CH2:11][CH2:10]2)[N:3]=1.[CH:15]([C:17]1[CH:22]=[CH:21][C:20](B(O)O)=[CH:19][CH:18]=1)=[O:16].C(=O)([O-])[O-].[K+].[K+], predict the reaction product. The product is: [N:9]1([CH2:8][C:4]2[N:3]=[C:2]([C:20]3[CH:21]=[CH:22][C:17]([CH:15]=[O:16])=[CH:18][CH:19]=3)[CH:7]=[CH:6][CH:5]=2)[CH2:14][CH2:13][CH2:12][CH2:11][CH2:10]1.